Dataset: Forward reaction prediction with 1.9M reactions from USPTO patents (1976-2016). Task: Predict the product of the given reaction. Given the reactants [Cl:1][C:2]1[N:7]=[CH:6][N:5]=[C:4]([NH2:8])[C:3]=1[NH2:9].[C:10](N1C=CN=C1)(N1C=CN=C1)=[O:11], predict the reaction product. The product is: [Cl:1][C:2]1[N:7]=[CH:6][N:5]=[C:4]2[C:3]=1[NH:9][C:10](=[O:11])[NH:8]2.